This data is from Forward reaction prediction with 1.9M reactions from USPTO patents (1976-2016). The task is: Predict the product of the given reaction. Given the reactants [F:1][C:2]([F:14])([F:13])[C:3]1[CH:8]=[CH:7][C:6]([CH2:9][C:10]([OH:12])=O)=[CH:5][CH:4]=1.[Cl:15][C:16]1[CH:17]=[C:18]([CH:20]=[CH:21][C:22]=1[Cl:23])[NH2:19], predict the reaction product. The product is: [Cl:15][C:16]1[CH:17]=[C:18]([NH:19][C:10](=[O:12])[CH2:9][C:6]2[CH:5]=[CH:4][C:3]([C:2]([F:1])([F:14])[F:13])=[CH:8][CH:7]=2)[CH:20]=[CH:21][C:22]=1[Cl:23].